The task is: Predict the reaction yield, written as a fraction of the theoretical maximum amount of product (1.0 means a 100% yield; for example, 0.34 means a 34% yield).. This data is from Reaction yield outcomes from USPTO patents with 853,638 reactions. (1) The reactants are OS(O)(=O)=O.[CH:6]1[C:11]([C:12]2[CH:13]=[CH:14][C:15]([F:19])=[CH:16][C:17]=2[F:18])=[CH:10][C:9]([C:20]([OH:22])=[O:21])=[C:8]([OH:23])[CH:7]=1.[CH3:24][CH2:25]O. The catalyst is C(Cl)Cl. The product is [F:18][C:17]1[CH:16]=[C:15]([F:19])[CH:14]=[CH:13][C:12]=1[C:11]1[CH:6]=[CH:7][C:8]([OH:23])=[C:9]([C:20]([O:22][CH2:24][CH3:25])=[O:21])[CH:10]=1. The yield is 0.780. (2) The reactants are N1([NH:7][C:8]([C:10]2[CH:40]=[CH:39][C:13]3[N:14]([CH:33]4[CH2:38][CH2:37][CH2:36][CH2:35][CH2:34]4)[C:15]([C:17]4[CH:18]=[C:19]5[C:24](=[CH:25][CH:26]=4)[N:23]=[C:22]([C:27]4[CH:32]=[CH:31][CH:30]=[CH:29][CH:28]=4)[CH:21]=[N:20]5)=[N:16][C:12]=3[CH:11]=2)=[O:9])CCOCC1.N[C:42]1[CH:43]=[CH:44][CH:45]=[C:46]2[C:51]=1[CH:50]=[C:49]([OH:52])[CH:48]=[CH:47]2. No catalyst specified. The product is [OH:52][C:49]1[CH:50]=[C:51]2[C:46]([CH:45]=[CH:44][CH:43]=[C:42]2[NH:7][C:8]([C:10]2[CH:40]=[CH:39][C:13]3[N:14]([CH:33]4[CH2:34][CH2:35][CH2:36][CH2:37][CH2:38]4)[C:15]([C:17]4[CH:18]=[C:19]5[C:24](=[CH:25][CH:26]=4)[N:23]=[C:22]([C:27]4[CH:28]=[CH:29][CH:30]=[CH:31][CH:32]=4)[CH:21]=[N:20]5)=[N:16][C:12]=3[CH:11]=2)=[O:9])=[CH:47][CH:48]=1. The yield is 0.200. (3) The yield is 0.580. The product is [NH2:1][C:2]1[CH:10]=[CH:9][C:8]([F:11])=[CH:7][C:3]=1[C:4]([NH:19][C:18]1[CH:20]=[CH:21][CH:22]=[CH:23][C:17]=1[Cl:16])=[O:6]. The reactants are [NH2:1][C:2]1[CH:10]=[CH:9][C:8]([F:11])=[CH:7][C:3]=1[C:4]([OH:6])=O.O=S(Cl)Cl.[Cl:16][C:17]1[CH:23]=[CH:22][CH:21]=[CH:20][C:18]=1[NH2:19].C(Cl)(Cl)Cl. The catalyst is C1C=CC=CC=1.